From a dataset of Catalyst prediction with 721,799 reactions and 888 catalyst types from USPTO. Predict which catalyst facilitates the given reaction. Reactant: Br[C:2]1[CH:3]=[C:4]([CH:8]2[CH2:13][CH2:12][O:11][C:10]([CH3:15])([CH3:14])[O:9]2)[CH:5]=[CH:6][CH:7]=1.C([Li])CCC.[C:21](=[O:23])=[O:22].[Cl-].[NH4+]. Product: [CH3:14][C:10]1([CH3:15])[O:9][CH:8]([C:4]2[CH:3]=[C:2]([CH:7]=[CH:6][CH:5]=2)[C:21]([OH:23])=[O:22])[CH2:13][CH2:12][O:11]1. The catalyst class is: 134.